This data is from Reaction yield outcomes from USPTO patents with 853,638 reactions. The task is: Predict the reaction yield, written as a fraction of the theoretical maximum amount of product (1.0 means a 100% yield; for example, 0.34 means a 34% yield). (1) The reactants are [CH:1]1([NH2:5])[CH2:4][CH2:3][CH2:2]1.C(N(CC)CC)C.[N+:13]([C:16]1[CH:21]=[CH:20][C:19]([S:22](Cl)(=[O:24])=[O:23])=[CH:18][CH:17]=1)([O-:15])=[O:14]. The catalyst is ClCCl. The product is [CH:1]1([NH:5][S:22]([C:19]2[CH:18]=[CH:17][C:16]([N+:13]([O-:15])=[O:14])=[CH:21][CH:20]=2)(=[O:23])=[O:24])[CH2:4][CH2:3][CH2:2]1. The yield is 0.925. (2) The reactants are C[O:2][C:3](=[O:14])[C:4]1[CH:9]=[CH:8][CH:7]=[C:6]([C:10](=[NH:13])[NH:11][OH:12])[CH:5]=1.C(N(C(C)C)CC)(C)C.[F:24][C:25]1[CH:33]=[CH:32][CH:31]=[CH:30][C:26]=1[C:27](Cl)=O. The catalyst is C1COCC1. The yield is 0.830. The product is [F:24][C:25]1[CH:33]=[CH:32][CH:31]=[CH:30][C:26]=1[C:27]1[O:12][N:11]=[C:10]([C:6]2[CH:5]=[C:4]([CH:9]=[CH:8][CH:7]=2)[C:3]([OH:2])=[O:14])[N:13]=1. (3) The reactants are C([O:4][C:5]1[C:10]([CH2:11][N:12]([C:16]2[C:21]([F:22])=[C:20]([O:23][CH3:24])[CH:19]=[C:18]([O:25][CH3:26])[C:17]=2[F:27])[C:13](Cl)=[O:14])=[CH:9][N:8]=[C:7]2[N:28](CC3C=CC(OC)=CC=3)[N:29]=[CH:30][C:6]=12)C=C.C(O)CC.FC(F)(F)C(O)=O. The catalyst is C1COCC1.O.O.O.[Rh](Cl)(Cl)Cl. The product is [F:22][C:21]1[C:20]([O:23][CH3:24])=[CH:19][C:18]([O:25][CH3:26])=[C:17]([F:27])[C:16]=1[N:12]1[CH2:11][C:10]2[CH:9]=[N:8][C:7]3[NH:28][N:29]=[CH:30][C:6]=3[C:5]=2[O:4][C:13]1=[O:14]. The yield is 0.460.